This data is from Forward reaction prediction with 1.9M reactions from USPTO patents (1976-2016). The task is: Predict the product of the given reaction. Given the reactants C(O)(C)C.[CH3:5][O:6][C:7]([C:9]1[CH:18]=[C:17]2[C:12]([CH:13]=[CH:14][CH:15]=[N:16]2)=[CH:11][CH:10]=1)=[O:8].Cl(O)(=O)(=O)=O, predict the reaction product. The product is: [CH3:5][O:6][C:7]([C:9]1[CH:18]=[C:17]2[C:12]([CH2:13][CH2:14][CH2:15][NH:16]2)=[CH:11][CH:10]=1)=[O:8].